This data is from Forward reaction prediction with 1.9M reactions from USPTO patents (1976-2016). The task is: Predict the product of the given reaction. (1) Given the reactants [OH:1][C@H:2]1[C@H:6]2[O:7][CH2:8][C@:3]1([CH2:19][OH:20])[O:4][C@H:5]2[N:9]1[CH:17]=[N:16][C:15]2[C:10]1=[N:11][CH:12]=[N:13][C:14]=2[NH2:18].C[Si](Cl)(C)C.[C:26](Cl)(=[O:33])[C:27]1[CH:32]=[CH:31][CH:30]=[CH:29][CH:28]=1.N, predict the reaction product. The product is: [OH:1][C@H:2]1[C@H:6]2[O:7][CH2:8][C@:3]1([CH2:19][OH:20])[O:4][C@H:5]2[N:9]1[CH:17]=[N:16][C:15]2[C:10]1=[N:11][CH:12]=[N:13][C:14]=2[NH:18][C:26](=[O:33])[C:27]1[CH:32]=[CH:31][CH:30]=[CH:29][CH:28]=1. (2) Given the reactants [C:1]([O:5][C:6]([N:8]1[CH2:12][C@@H:11]([N:13]([CH2:21][C:22]2[CH:27]=[C:26]([C:28]([F:31])([F:30])[F:29])[CH:25]=[C:24]([C:32]([F:35])([F:34])[F:33])[CH:23]=2)[C:14]2[N:19]=[CH:18][C:17](Br)=[CH:16][N:15]=2)[CH2:10][C@H:9]1[CH2:36][CH3:37])=[O:7])([CH3:4])([CH3:3])[CH3:2].C1(C)C=CC=CC=1P(C1C=CC=CC=1C)C1C=CC=CC=1C.C(N(CC)CC)C.[C:67]([O:71][CH3:72])(=[O:70])[CH:68]=[CH2:69], predict the reaction product. The product is: [C:1]([O:5][C:6]([N:8]1[CH2:12][C@@H:11]([N:13]([CH2:21][C:22]2[CH:27]=[C:26]([C:28]([F:31])([F:30])[F:29])[CH:25]=[C:24]([C:32]([F:35])([F:34])[F:33])[CH:23]=2)[C:14]2[N:19]=[CH:18][C:17](/[CH:69]=[CH:68]/[C:67]([O:71][CH3:72])=[O:70])=[CH:16][N:15]=2)[CH2:10][C@H:9]1[CH2:36][CH3:37])=[O:7])([CH3:4])([CH3:3])[CH3:2].